Dataset: Forward reaction prediction with 1.9M reactions from USPTO patents (1976-2016). Task: Predict the product of the given reaction. (1) Given the reactants [CH3:1][C:2]1[C:6]([C:7]([O:9][CH2:10][CH3:11])=[O:8])=[CH:5][NH:4][N:3]=1.[C:12]1(B(O)O)[CH:17]=[CH:16][CH:15]=[CH:14][CH:13]=1.N1C=CC=CC=1, predict the reaction product. The product is: [CH3:1][C:2]1[C:6]([C:7]([O:9][CH2:10][CH3:11])=[O:8])=[CH:5][N:4]([C:12]2[CH:17]=[CH:16][CH:15]=[CH:14][CH:13]=2)[N:3]=1. (2) Given the reactants Cl[C:2]1[CH:7]=[CH:6][C:5]([O:8][CH3:9])=[CH:4][C:3]=1[N+:10]([O-:12])=[O:11].[C:13]([N:20]1[CH2:25][CH2:24][NH:23][CH2:22][CH2:21]1)([O:15][C:16]([CH3:19])([CH3:18])[CH3:17])=[O:14], predict the reaction product. The product is: [CH3:9][O:8][C:5]1[CH:6]=[CH:7][C:2]([N:23]2[CH2:22][CH2:21][N:20]([C:13]([O:15][C:16]([CH3:19])([CH3:18])[CH3:17])=[O:14])[CH2:25][CH2:24]2)=[C:3]([N+:10]([O-:12])=[O:11])[CH:4]=1. (3) The product is: [Br:1][C:2]1[CH:7]=[C:6]([S:8]([CH3:11])(=[O:10])=[O:9])[CH:5]=[CH:4][C:3]=1[NH:22][C@H:23]1[CH2:28][CH2:27][C@H:26]([NH:29][C:30](=[O:36])[O:31][C:32]([CH3:34])([CH3:33])[CH3:35])[CH2:25][CH2:24]1. Given the reactants [Br:1][C:2]1[CH:7]=[C:6]([S:8]([CH3:11])(=[O:10])=[O:9])[CH:5]=[CH:4][C:3]=1F.C(N(CC)C(C)C)(C)C.[NH2:22][C@H:23]1[CH2:28][CH2:27][C@H:26]([NH:29][C:30](=[O:36])[O:31][C:32]([CH3:35])([CH3:34])[CH3:33])[CH2:25][CH2:24]1.[Cl-].[NH4+], predict the reaction product.